Dataset: Forward reaction prediction with 1.9M reactions from USPTO patents (1976-2016). Task: Predict the product of the given reaction. (1) Given the reactants [Cl:1][C:2]1[N:7]=[C:6]([C:8]#[N:9])[C:5]([N+:10]([O-])=O)=[CH:4][CH:3]=1.Cl[Sn]Cl.CC[OH:18], predict the reaction product. The product is: [NH2:10][C:5]1[C:6]([C:8]([NH2:9])=[O:18])=[N:7][C:2]([Cl:1])=[CH:3][CH:4]=1. (2) Given the reactants [O:1]=[C:2]1[C:6](=[CH:7][C:8]2[O:12][C:11]([C:13]3[CH:14]=[C:15]([CH:19]=[CH:20][CH:21]=3)[C:16]([OH:18])=O)=[CH:10][CH:9]=2)[S:5][C:4](=[S:22])[NH:3]1.[N:23]1([CH2:28][CH2:29][NH2:30])[CH2:27][CH2:26][CH2:25][CH2:24]1.C1C=CC2N(O)N=NC=2C=1.CCN=C=NCCCN(C)C.CCN(C(C)C)C(C)C, predict the reaction product. The product is: [O:1]=[C:2]1[C:6](=[CH:7][C:8]2[O:12][C:11]([C:13]3[CH:14]=[C:15]([CH:19]=[CH:20][CH:21]=3)[C:16]([NH:30][CH2:29][CH2:28][N:23]3[CH2:27][CH2:26][CH2:25][CH2:24]3)=[O:18])=[CH:10][CH:9]=2)[S:5][C:4](=[S:22])[NH:3]1. (3) The product is: [Cl:1][C:2]1[CH:3]=[CH:4][C:5]([C:8]2[C:9]([O:17][CH2:18][C:19]([F:21])([F:22])[F:20])=[N:10][CH:11]=[C:12]([CH:16]=2)[C:13]([NH:31][CH2:30][C:28]2[O:27][N:26]=[C:25]([C:24]([F:33])([F:32])[F:23])[CH:29]=2)=[O:15])=[CH:6][CH:7]=1. Given the reactants [Cl:1][C:2]1[CH:7]=[CH:6][C:5]([C:8]2[C:9]([O:17][CH2:18][C:19]([F:22])([F:21])[F:20])=[N:10][CH:11]=[C:12]([CH:16]=2)[C:13]([OH:15])=O)=[CH:4][CH:3]=1.[F:23][C:24]([F:33])([F:32])[C:25]1[CH:29]=[C:28]([CH2:30][NH2:31])[O:27][N:26]=1, predict the reaction product. (4) The product is: [Cl:10][C:4]1[CH:3]=[C:2]([C:13]2[C:12]([F:11])=[CH:17][CH:16]=[CH:15][C:14]=2[F:18])[CH:9]=[CH:8][C:5]=1[C:6]#[N:7]. Given the reactants Br[C:2]1[CH:9]=[CH:8][C:5]([C:6]#[N:7])=[C:4]([Cl:10])[CH:3]=1.[F:11][C:12]1[CH:17]=[CH:16][CH:15]=[C:14]([F:18])[C:13]=1B(O)O.C([O-])(O)=O.[Na+].[K+].[Br-], predict the reaction product. (5) Given the reactants [CH2:1]([C:4]1[CH:9]=[CH:8][C:7]([C:10]2[O:14][N:13]=[C:12]3[C:15]4[C:20]([CH2:21][CH2:22][C:11]=23)=[CH:19][C:18]([OH:23])=[CH:17][CH:16]=4)=[CH:6][CH:5]=1)[CH2:2][CH3:3].C(=O)([O-])[O-].[K+].[K+].CC1C=CC(S([O:40][CH2:41][C@H:42]2[CH2:46]OC(C)(C)[O:43]2)(=O)=O)=CC=1.Cl, predict the reaction product. The product is: [CH2:1]([C:4]1[CH:9]=[CH:8][C:7]([C:10]2[O:14][N:13]=[C:12]3[C:15]4[C:20]([CH2:21][CH2:22][C:11]=23)=[CH:19][C:18]([O:23][CH2:46][C@H:42]([OH:43])[CH2:41][OH:40])=[CH:17][CH:16]=4)=[CH:6][CH:5]=1)[CH2:2][CH3:3]. (6) Given the reactants [Cl:1][C:2]1[CH:17]=[CH:16][C:5]([O:6][C@H:7]([CH3:15])[CH2:8][CH2:9][O:10]S(C)(=O)=O)=[C:4]([O:18][C:19]2[CH:24]=[CH:23][CH:22]=[CH:21][CH:20]=2)[CH:3]=1.C[O:26][C:27](=[O:37])[CH2:28][C:29]1[CH:34]=[CH:33][C:32](O)=[C:31]([Br:36])[CH:30]=1, predict the reaction product. The product is: [Br:36][C:31]1[CH:30]=[C:29]([CH2:28][C:27]([OH:37])=[O:26])[CH:34]=[CH:33][C:32]=1[O:10][CH2:9][CH2:8][C@H:7]([O:6][C:5]1[CH:16]=[CH:17][C:2]([Cl:1])=[CH:3][C:4]=1[O:18][C:19]1[CH:24]=[CH:23][CH:22]=[CH:21][CH:20]=1)[CH3:15]. (7) Given the reactants C1(N2CC[O:9]CC2)CCCC=1.[C:12]([C:16]1[CH:17]=[C:18]([CH:21]=[C:22]([C:24]([CH3:27])([CH3:26])[CH3:25])[CH:23]=1)[CH:19]=O)([CH3:15])([CH3:14])[CH3:13].Cl.[CH:29]1[CH:34]=[CH:33][CH:32]=[CH:31]C=1, predict the reaction product. The product is: [C:12]([C:16]1[CH:17]=[C:18]([CH:21]=[C:22]([C:24]([CH3:27])([CH3:26])[CH3:25])[CH:23]=1)[CH:19]=[C:31]1[CH2:32][CH2:33][CH2:34][C:29]1=[O:9])([CH3:15])([CH3:14])[CH3:13]. (8) Given the reactants [CH2:1]([N:8]([CH2:16][C:17]1[CH:22]=[CH:21][CH:20]=[CH:19][CH:18]=1)[C@@H:9]1[CH2:14][NH:13][C:12](=[O:15])[CH2:11][CH2:10]1)[C:2]1[CH:7]=[CH:6][CH:5]=[CH:4][CH:3]=1.[H-].[Na+].I[CH2:26][CH2:27][CH3:28].[Na+].[Cl-], predict the reaction product. The product is: [CH2:16]([N:8]([CH2:1][C:2]1[CH:3]=[CH:4][CH:5]=[CH:6][CH:7]=1)[C@@H:9]1[CH2:14][N:13]([CH2:26][CH2:27][CH3:28])[C:12](=[O:15])[CH2:11][CH2:10]1)[C:17]1[CH:22]=[CH:21][CH:20]=[CH:19][CH:18]=1. (9) Given the reactants [O:1]1[C:10]2[C:5](=[N:6][CH:7]=[C:8]([CH2:11][NH:12][CH:13]3[CH2:18][CH2:17][N:16]([CH2:19][CH2:20][N:21]4[C:30]5[C:25](=[CH:26][CH:27]=[C:28]([O:31][CH3:32])[CH:29]=5)[N:24]=[CH:23][C:22]4=[O:33])[CH2:15][CH2:14]3)[CH:9]=2)[O:4][CH2:3][CH2:2]1.[ClH:34].C(OCC)(=O)C, predict the reaction product. The product is: [ClH:34].[O:1]1[C:10]2[C:5](=[N:6][CH:7]=[C:8]([CH2:11][NH:12][CH:13]3[CH2:18][CH2:17][N:16]([CH2:19][CH2:20][N:21]4[C:30]5[C:25](=[CH:26][CH:27]=[C:28]([O:31][CH3:32])[CH:29]=5)[N:24]=[CH:23][C:22]4=[O:33])[CH2:15][CH2:14]3)[CH:9]=2)[O:4][CH2:3][CH2:2]1. (10) Given the reactants [CH3:1][N:2]1[C:6]([C:7]2[CH:8]=[C:9]([C:12]([OH:14])=O)[S:10][CH:11]=2)=[CH:5][CH:4]=[N:3]1.[NH2:15][C@@H:16]([CH2:29][C:30]1[CH:35]=[C:34]([F:36])[CH:33]=[CH:32][C:31]=1[F:37])[CH2:17][N:18]1[C:26](=[O:27])[C:25]2[C:20](=[CH:21][CH:22]=[CH:23][CH:24]=2)[C:19]1=[O:28].FC1C=CC=C(F)C=1C[C@@H](C(O)=O)N.C1CN([P+](Br)(N2CCCC2)N2CCCC2)CC1.F[P-](F)(F)(F)(F)F.CCN(C(C)C)C(C)C, predict the reaction product. The product is: [F:37][C:31]1[CH:32]=[CH:33][C:34]([F:36])=[CH:35][C:30]=1[CH2:29][C@H:16]([NH:15][C:12]([C:9]1[S:10][CH:11]=[C:7]([C:6]2[N:2]([CH3:1])[N:3]=[CH:4][CH:5]=2)[CH:8]=1)=[O:14])[CH2:17][N:18]1[C:26](=[O:27])[C:25]2[C:20](=[CH:21][CH:22]=[CH:23][CH:24]=2)[C:19]1=[O:28].